Predict which catalyst facilitates the given reaction. From a dataset of Catalyst prediction with 721,799 reactions and 888 catalyst types from USPTO. (1) Reactant: [CH2:1]([O:3][C:4]1[CH:13]=[C:12]([O:14]C)[CH:11]=[C:10]2[C:5]=1[C:6](=[O:24])[N:7]([C:16]1[CH:21]=[CH:20][C:19]([O:22]C)=[CH:18][CH:17]=1)[CH:8]=[N:9]2)[CH3:2].C([S-])C.[Na+].Cl. The catalyst class is: 35. Product: [CH2:1]([O:3][C:4]1[CH:13]=[C:12]([OH:14])[CH:11]=[C:10]2[C:5]=1[C:6](=[O:24])[N:7]([C:16]1[CH:21]=[CH:20][C:19]([OH:22])=[CH:18][CH:17]=1)[CH:8]=[N:9]2)[CH3:2]. (2) Reactant: [C:1](=[O:39])([O:3][CH2:4][CH:5]([NH:16][C:17](=[O:38])[CH2:18][N:19]1[C:23](=[O:24])[N:22](/[CH:25]=[CH:26]/[C:27]([F:30])([F:29])[F:28])[C:21]([C:31]2[CH:36]=[CH:35][C:34]([Cl:37])=[CH:33][CH:32]=2)=[N:20]1)[C:6]1[CH:11]=[CH:10][CH:9]=[CH:8][C:7]=1[C:12]([F:15])([F:14])[F:13])[NH2:2]. Product: [C:1](=[O:39])([O:3][CH2:4][CH:5]([NH:16][C:17](=[O:38])[CH2:18][N:19]1[C:23](=[O:24])[N:22]([CH2:25][CH2:26][C:27]([F:30])([F:29])[F:28])[C:21]([C:31]2[CH:32]=[CH:33][C:34]([Cl:37])=[CH:35][CH:36]=2)=[N:20]1)[C:6]1[CH:11]=[CH:10][CH:9]=[CH:8][C:7]=1[C:12]([F:15])([F:14])[F:13])[NH2:2]. The catalyst class is: 465.